The task is: Predict the reactants needed to synthesize the given product.. This data is from Full USPTO retrosynthesis dataset with 1.9M reactions from patents (1976-2016). (1) Given the product [F:34][C:31]1[CH:32]=[CH:33][C:28]([C:27]([C:20]2[S:19][C:18]([NH:17][C:15]([C:14]([NH:13][C:2]([N:46]3[CH2:45][CH2:44][CH2:50][O:49][CH2:48][CH2:47]3)=[O:4])([CH3:37])[CH3:36])=[O:16])=[N:22][C:21]=2[C:23]([F:25])([F:26])[F:24])=[O:35])=[CH:29][CH:30]=1, predict the reactants needed to synthesize it. The reactants are: Cl[C:2](Cl)([O:4]C(=O)OC(Cl)(Cl)Cl)Cl.[NH2:13][C:14]([CH3:37])([CH3:36])[C:15]([NH:17][C:18]1[S:19][C:20]([C:27](=[O:35])[C:28]2[CH:33]=[CH:32][C:31]([F:34])=[CH:30][CH:29]=2)=[C:21]([C:23]([F:26])([F:25])[F:24])[N:22]=1)=[O:16].C([O-])([O-])=O.[K+].[K+].[CH2:44]1[CH2:50][O:49][CH2:48][CH2:47][NH:46][CH2:45]1.Cl. (2) Given the product [F:39][C:40]1[CH:48]=[C:47]2[C:43]([C:44]([C:29]3[CH:38]=[CH:37][C:32]4[NH:33][C:34](=[O:36])[O:35][C:31]=4[CH:30]=3)=[CH:45][N:46]2[C:49]([O:51][C:52]([CH3:55])([CH3:54])[CH3:53])=[O:50])=[CH:42][CH:41]=1, predict the reactants needed to synthesize it. The reactants are: FC1C=C2C(C(C3C=C(N)C(N)=CC=3)=CN2S(C2C=CC=CC=2)(=O)=O)=CC=1.Br[C:29]1[CH:38]=[CH:37][C:32]2[NH:33][C:34](=[O:36])[O:35][C:31]=2[CH:30]=1.[F:39][C:40]1[CH:48]=[C:47]2[C:43]([C:44](B3OC(C)(C)C(C)(C)O3)=[CH:45][N:46]2[C:49]([O:51][C:52]([CH3:55])([CH3:54])[CH3:53])=[O:50])=[CH:42][CH:41]=1. (3) Given the product [ClH:30].[N:3]1([CH:9]2[CH2:10][CH2:11][N:12]([C:15](=[O:29])[CH2:16][CH2:17][C:18]3[N:19]([CH2:23][C:24]([OH:26])=[O:25])[CH:20]=[CH:21][N:22]=3)[CH2:13][CH2:14]2)[CH2:8][CH2:7][O:6][CH2:5][CH2:4]1, predict the reactants needed to synthesize it. The reactants are: [OH-].[Na+].[N:3]1([CH:9]2[CH2:14][CH2:13][N:12]([C:15](=[O:29])[CH2:16][CH2:17][C:18]3[N:19]([CH2:23][C:24]([O:26]CC)=[O:25])[CH:20]=[CH:21][N:22]=3)[CH2:11][CH2:10]2)[CH2:8][CH2:7][O:6][CH2:5][CH2:4]1.[ClH:30]. (4) The reactants are: [H-].[Al+3].[Li+].[H-].[H-].[H-].[CH3:7][O:8][C:9]1[CH:14]=[CH:13][C:12]([CH:15]([NH:24][C:25](=O)[C@@H:26]([CH3:39])[NH:27][CH2:28][C@H:29]([OH:38])[CH2:30][O:31][C:32]2[CH:37]=[CH:36][CH:35]=[CH:34][CH:33]=2)[C:16]2[CH:21]=[CH:20][C:19]([O:22][CH3:23])=[CH:18][CH:17]=2)=[CH:11][CH:10]=1. Given the product [O:31]([CH2:30][C@@H:29]([OH:38])[CH2:28][NH:27][C@H:26]([CH3:39])[CH2:25][NH:24][CH:15]([C:12]1[CH:13]=[CH:14][C:9]([O:8][CH3:7])=[CH:10][CH:11]=1)[C:16]1[CH:21]=[CH:20][C:19]([O:22][CH3:23])=[CH:18][CH:17]=1)[C:32]1[CH:33]=[CH:34][CH:35]=[CH:36][CH:37]=1, predict the reactants needed to synthesize it. (5) Given the product [Cl:1][C:2]1[C:11]2[CH2:10][NH:9][C:8](=[O:21])[NH:7][C:6]=2[N:5]=[CH:4][CH:3]=1, predict the reactants needed to synthesize it. The reactants are: [Cl:1][C:2]1[C:11]2[CH2:10][N:9](CC3C=CC(OC)=CC=3)[C:8](=[O:21])[NH:7][C:6]=2[N:5]=[CH:4][CH:3]=1.C(O)(C(F)(F)F)=O. (6) Given the product [Br:7][CH2:8][CH2:9][CH2:10][CH2:11][Si:2]([CH3:6])([CH3:1])[O:3][CH2:4][CH3:5], predict the reactants needed to synthesize it. The reactants are: [CH3:1][SiH:2]([CH3:6])[O:3][CH2:4][CH3:5].[Br:7][CH2:8][CH2:9][CH:10]=[CH2:11]. (7) Given the product [CH2:8]([NH:12][C:13]1[N:21]=[C:20]2[C:16]([N:17]=[C:18]([O:22][CH3:23])[N:19]2[CH2:26][CH2:27][C@H:28]2[CH2:32][CH2:31][O:30][CH2:29]2)=[C:15]([NH2:24])[N:14]=1)[CH2:9][CH2:10][CH3:11], predict the reactants needed to synthesize it. The reactants are: FC(F)(F)C(O)=O.[CH2:8]([NH:12][C:13]1[NH:21][C:20]2[C:16]([N:17]=[C:18]([O:22][CH3:23])[N:19]=2)=[C:15]([NH2:24])[N:14]=1)[CH2:9][CH2:10][CH3:11].Br[CH2:26][CH2:27][C@H:28]1[CH2:32][CH2:31][O:30][CH2:29]1.